Dataset: NCI-60 drug combinations with 297,098 pairs across 59 cell lines. Task: Regression. Given two drug SMILES strings and cell line genomic features, predict the synergy score measuring deviation from expected non-interaction effect. (1) Drug 1: CC12CCC3C(C1CCC2=O)CC(=C)C4=CC(=O)C=CC34C. Drug 2: C1C(C(OC1N2C=NC3=C(N=C(N=C32)Cl)N)CO)O. Cell line: A549. Synergy scores: CSS=22.8, Synergy_ZIP=1.66, Synergy_Bliss=1.57, Synergy_Loewe=0.577, Synergy_HSA=-0.140. (2) Drug 1: C1C(C(OC1N2C=NC(=NC2=O)N)CO)O. Drug 2: C1CCC(C(C1)N)N.C(=O)(C(=O)[O-])[O-].[Pt+4]. Cell line: SNB-75. Synergy scores: CSS=12.6, Synergy_ZIP=-3.38, Synergy_Bliss=1.34, Synergy_Loewe=1.45, Synergy_HSA=1.78. (3) Drug 1: C1=NC2=C(N=C(N=C2N1C3C(C(C(O3)CO)O)F)Cl)N. Drug 2: CC1=C(C(=CC=C1)Cl)NC(=O)C2=CN=C(S2)NC3=CC(=NC(=N3)C)N4CCN(CC4)CCO. Cell line: NCI/ADR-RES. Synergy scores: CSS=42.3, Synergy_ZIP=1.81, Synergy_Bliss=3.99, Synergy_Loewe=-21.3, Synergy_HSA=0.224. (4) Drug 1: CCCCC(=O)OCC(=O)C1(CC(C2=C(C1)C(=C3C(=C2O)C(=O)C4=C(C3=O)C=CC=C4OC)O)OC5CC(C(C(O5)C)O)NC(=O)C(F)(F)F)O. Drug 2: CN(CCCl)CCCl.Cl. Cell line: MALME-3M. Synergy scores: CSS=49.6, Synergy_ZIP=-0.725, Synergy_Bliss=2.86, Synergy_Loewe=3.98, Synergy_HSA=4.70. (5) Drug 1: C1=CN(C(=O)N=C1N)C2C(C(C(O2)CO)O)O.Cl. Drug 2: COCCOC1=C(C=C2C(=C1)C(=NC=N2)NC3=CC=CC(=C3)C#C)OCCOC.Cl. Cell line: U251. Synergy scores: CSS=19.4, Synergy_ZIP=-4.51, Synergy_Bliss=-3.80, Synergy_Loewe=-13.7, Synergy_HSA=-5.32. (6) Drug 1: C1CCN(CC1)CCOC2=CC=C(C=C2)C(=O)C3=C(SC4=C3C=CC(=C4)O)C5=CC=C(C=C5)O. Drug 2: CC1C(C(CC(O1)OC2CC(CC3=C2C(=C4C(=C3O)C(=O)C5=CC=CC=C5C4=O)O)(C(=O)C)O)N)O. Cell line: OVCAR-8. Synergy scores: CSS=38.8, Synergy_ZIP=5.86, Synergy_Bliss=2.27, Synergy_Loewe=0.716, Synergy_HSA=3.17. (7) Drug 1: CC(CN1CC(=O)NC(=O)C1)N2CC(=O)NC(=O)C2. Drug 2: CC1C(C(=O)NC(C(=O)N2CCCC2C(=O)N(CC(=O)N(C(C(=O)O1)C(C)C)C)C)C(C)C)NC(=O)C3=C4C(=C(C=C3)C)OC5=C(C(=O)C(=C(C5=N4)C(=O)NC6C(OC(=O)C(N(C(=O)CN(C(=O)C7CCCN7C(=O)C(NC6=O)C(C)C)C)C)C(C)C)C)N)C. Cell line: CAKI-1. Synergy scores: CSS=32.2, Synergy_ZIP=-6.28, Synergy_Bliss=2.80, Synergy_Loewe=3.95, Synergy_HSA=3.68. (8) Drug 1: CC(C)(C#N)C1=CC(=CC(=C1)CN2C=NC=N2)C(C)(C)C#N. Drug 2: C(CCl)NC(=O)N(CCCl)N=O. Cell line: UACC-257. Synergy scores: CSS=0.718, Synergy_ZIP=3.61, Synergy_Bliss=-2.96, Synergy_Loewe=-1.03, Synergy_HSA=-2.39. (9) Drug 1: CN(CC1=CN=C2C(=N1)C(=NC(=N2)N)N)C3=CC=C(C=C3)C(=O)NC(CCC(=O)O)C(=O)O. Drug 2: C1CN(CCN1C(=O)CCBr)C(=O)CCBr. Cell line: A498. Synergy scores: CSS=18.9, Synergy_ZIP=-3.57, Synergy_Bliss=0.534, Synergy_Loewe=0.520, Synergy_HSA=1.74. (10) Drug 1: C1=CC(=CC=C1CCCC(=O)O)N(CCCl)CCCl. Drug 2: CC1C(C(CC(O1)OC2CC(OC(C2O)C)OC3=CC4=CC5=C(C(=O)C(C(C5)C(C(=O)C(C(C)O)O)OC)OC6CC(C(C(O6)C)O)OC7CC(C(C(O7)C)O)OC8CC(C(C(O8)C)O)(C)O)C(=C4C(=C3C)O)O)O)O. Cell line: A498. Synergy scores: CSS=33.7, Synergy_ZIP=0.834, Synergy_Bliss=4.62, Synergy_Loewe=5.51, Synergy_HSA=5.43.